Regression. Given a peptide amino acid sequence and an MHC pseudo amino acid sequence, predict their binding affinity value. This is MHC class I binding data. From a dataset of Peptide-MHC class I binding affinity with 185,985 pairs from IEDB/IMGT. The peptide sequence is FAYKTGSSM. The MHC is HLA-C08:02 with pseudo-sequence HLA-C08:02. The binding affinity (normalized) is 0.584.